This data is from Peptide-MHC class II binding affinity with 134,281 pairs from IEDB. The task is: Regression. Given a peptide amino acid sequence and an MHC pseudo amino acid sequence, predict their binding affinity value. This is MHC class II binding data. (1) The peptide sequence is KKCDESVLTRLEAWLTE. The MHC is DRB3_0101 with pseudo-sequence DRB3_0101. The binding affinity (normalized) is 0.310. (2) The peptide sequence is GIVVAWKVRLLPVPP. The MHC is HLA-DPA10103-DPB10401 with pseudo-sequence HLA-DPA10103-DPB10401. The binding affinity (normalized) is 0.543. (3) The peptide sequence is VSGAAVVSGFVVASL. The MHC is DRB1_1302 with pseudo-sequence DRB1_1302. The binding affinity (normalized) is 0.354. (4) The peptide sequence is YRSLQPEEFAVVDLS. The MHC is DRB1_1201 with pseudo-sequence DRB1_1201. The binding affinity (normalized) is 0.195. (5) The peptide sequence is EKKYFAATFFEPLAA. The MHC is DRB1_0701 with pseudo-sequence DRB1_0701. The binding affinity (normalized) is 0.731. (6) The peptide sequence is YLGKREDQWCGSLIGLT. The MHC is DRB1_0901 with pseudo-sequence DRB1_0901. The binding affinity (normalized) is 0.397. (7) The binding affinity (normalized) is 0.795. The MHC is DRB1_1501 with pseudo-sequence DRB1_1501. The peptide sequence is KTHVQLSLPVLQVRD.